From a dataset of Buchwald-Hartwig C-N cross coupling reaction yields with 55,370 reactions. Predict the reaction yield, written as a fraction of the theoretical maximum amount of product (1.0 means a 100% yield; for example, 0.34 means a 34% yield). (1) The reactants are COc1ccc(I)cc1.Cc1ccc(N)cc1.O=S(=O)(O[Pd]1c2ccccc2-c2ccccc2N~1)C(F)(F)F.CC(C)c1cc(C(C)C)c(-c2ccccc2P(C(C)(C)C)C(C)(C)C)c(C(C)C)c1.CN(C)C(=NC(C)(C)C)N(C)C.c1ccc(-c2cnoc2)cc1. No catalyst specified. The product is COc1ccc(Nc2ccc(C)cc2)cc1. The yield is 0.552. (2) The reactants are Clc1cccnc1.Cc1ccc(N)cc1.O=S(=O)(O[Pd]1c2ccccc2-c2ccccc2N~1)C(F)(F)F.COc1ccc(OC)c(P([C@]23C[C@H]4C[C@H](C[C@H](C4)C2)C3)[C@]23C[C@H]4C[C@H](C[C@H](C4)C2)C3)c1-c1c(C(C)C)cc(C(C)C)cc1C(C)C.CN(C)C(=NC(C)(C)C)N(C)C.CCOC(=O)c1ccon1. No catalyst specified. The product is Cc1ccc(Nc2cccnc2)cc1. The yield is 0.149.